Dataset: Forward reaction prediction with 1.9M reactions from USPTO patents (1976-2016). Task: Predict the product of the given reaction. (1) Given the reactants [NH3:1].[Br:2][C:3]1[CH:12]=[C:11]2[C:6]([CH2:7][C:8]([CH3:21])([CH3:20])[CH2:9][C:10]32[C:16](=[O:17])[N:15]([CH3:18])[C:14](=S)[NH:13]3)=[CH:5][CH:4]=1, predict the reaction product. The product is: [NH2:1][C:14]1[N:15]([CH3:18])[C:16](=[O:17])[C:10]2([N:13]=1)[C:11]1[C:6](=[CH:5][CH:4]=[C:3]([Br:2])[CH:12]=1)[CH2:7][C:8]([CH3:21])([CH3:20])[CH2:9]2. (2) The product is: [CH3:28][O:27][CH:13]([O:12][CH3:11])[CH2:14][CH:15]([C:21]1[CH:26]=[CH:25][CH:24]=[CH:23][CH:22]=1)[C:16](=[O:20])[C:17]#[C:18][CH3:19]. Given the reactants C(Cl)(=O)C(Cl)=O.CS(C)=O.[CH3:11][O:12][CH:13]([O:27][CH3:28])[CH2:14][CH:15]([C:21]1[CH:26]=[CH:25][CH:24]=[CH:23][CH:22]=1)[CH:16]([OH:20])[C:17]#[C:18][CH3:19].C(N(CC)CC)C, predict the reaction product. (3) Given the reactants Cl.[NH2:2][C:3]1[CH:8]=[CH:7][C:6]([CH2:9][CH2:10][O:11][C:12]2[CH:17]=[CH:16][C:15]([CH2:18][C@H:19]([O:23][CH2:24][CH3:25])[C:20]([OH:22])=[O:21])=[CH:14][CH:13]=2)=[CH:5][CH:4]=1.C(=O)([O-])O.[Na+].[C:31]([C:35]1[CH:43]=[CH:42][C:38]([C:39](Cl)=[O:40])=[CH:37][CH:36]=1)([CH3:34])([CH3:33])[CH3:32], predict the reaction product. The product is: [C:31]([C:35]1[CH:36]=[CH:37][C:38]([C:39]([NH:2][C:3]2[CH:4]=[CH:5][C:6]([CH2:9][CH2:10][O:11][C:12]3[CH:17]=[CH:16][C:15]([CH2:18][C@H:19]([O:23][CH2:24][CH3:25])[C:20]([OH:22])=[O:21])=[CH:14][CH:13]=3)=[CH:7][CH:8]=2)=[O:40])=[CH:42][CH:43]=1)([CH3:34])([CH3:32])[CH3:33]. (4) Given the reactants [S:1]1[CH:5]=[CH:4][CH:3]=[C:2]1[CH2:6][NH:7][C:8]([C:10]1[N:11]=[C:12]2[C:17]([C:18]([F:21])([F:20])[F:19])=[CH:16][C:15](Br)=[CH:14][N:13]2[C:23]=1[N+:24]([O-:26])=[O:25])=[O:9].[O:27]1[CH:31]=[CH:30][C:29](B(O)O)=[CH:28]1, predict the reaction product. The product is: [S:1]1[CH:5]=[CH:4][CH:3]=[C:2]1[CH2:6][NH:7][C:8]([C:10]1[N:11]=[C:12]2[C:17]([C:18]([F:21])([F:20])[F:19])=[CH:16][C:15]([C:29]3[CH:30]=[CH:31][O:27][CH:28]=3)=[CH:14][N:13]2[C:23]=1[N+:24]([O-:26])=[O:25])=[O:9]. (5) Given the reactants [CH:1](NC(C)C)(C)C.C(=O)=O.CC(C)=O.[Li]CCCC.[C:20]1([C:26]23[CH2:33][CH2:32][C:29]([CH2:34][C:35]([O:37][CH3:38])=[O:36])([CH2:30][CH2:31]2)[CH2:28][CH2:27]3)[CH:25]=[CH:24][CH:23]=[CH:22][CH:21]=1.CI.[Cl-].[NH4+], predict the reaction product. The product is: [C:20]1([C:26]23[CH2:27][CH2:28][C:29]([CH:34]([CH3:1])[C:35]([O:37][CH3:38])=[O:36])([CH2:32][CH2:33]2)[CH2:30][CH2:31]3)[CH:21]=[CH:22][CH:23]=[CH:24][CH:25]=1. (6) Given the reactants [Br:1][C:2]1[CH:10]=[CH:9][C:5]([C:6]([OH:8])=[O:7])=[C:4]([F:11])[CH:3]=1.Cl[CH2:13]CCl.S(Cl)(Cl)=O.CN(C=O)C, predict the reaction product. The product is: [CH3:13][O:7][C:6](=[O:8])[C:5]1[CH:9]=[CH:10][C:2]([Br:1])=[CH:3][C:4]=1[F:11]. (7) Given the reactants C([O:3][C:4]([C:6]1[CH:7]=[N:8][N:9]([C:11]2[N:20](COCC[Si](C)(C)C)[C:19](=[O:29])[C:18]3[C:13](=[CH:14][CH:15]=[C:16](I)[CH:17]=3)[N:12]=2)[CH:10]=1)=[O:5])C.[F:31][C:32]([F:44])([F:43])[O:33][C:34]1[CH:39]=[CH:38][CH:37]=[CH:36][C:35]=1B(O)O, predict the reaction product. The product is: [O:29]=[C:19]1[C:18]2[C:13](=[CH:14][CH:15]=[C:16]([C:35]3[CH:36]=[CH:37][CH:38]=[CH:39][C:34]=3[O:33][C:32]([F:31])([F:44])[F:43])[CH:17]=2)[N:12]=[C:11]([N:9]2[CH:10]=[C:6]([C:4]([OH:3])=[O:5])[CH:7]=[N:8]2)[NH:20]1.